The task is: Predict the product of the given reaction.. This data is from Forward reaction prediction with 1.9M reactions from USPTO patents (1976-2016). (1) Given the reactants Br[C:2]1[CH:10]=[C:9]2[C:5]([CH2:6][C:7]3([CH2:16][CH2:15][CH:14]([O:17][CH3:18])[CH2:13][CH2:12]3)[C:8]2=[O:11])=[CH:4][CH:3]=1.[C:19]([C:21]1[CH:22]=[C:23](B(O)O)[CH:24]=[CH:25][CH:26]=1)#[N:20], predict the reaction product. The product is: [CH3:18][O:17][CH:14]1[CH2:15][CH2:16][C:7]2([CH2:6][C:5]3[C:9](=[CH:10][C:2]([C:25]4[CH:26]=[C:21]([CH:22]=[CH:23][CH:24]=4)[C:19]#[N:20])=[CH:3][CH:4]=3)[C:8]2=[O:11])[CH2:12][CH2:13]1. (2) Given the reactants CC1(C)C(C)(C)OB([C:9]2[CH:14]=[CH:13][C:12]([NH:15][C:16](=[O:22])[O:17][C:18]([CH3:21])([CH3:20])[CH3:19])=[CH:11][CH:10]=2)O1.I[C:25]1[C:33]2[C:32]([NH2:34])=[N:31][CH:30]=[N:29][C:28]=2[N:27]([C@H:35]2[CH2:40][CH2:39][C@H:38]([N:41]3[CH2:46][CH2:45][N:44]([CH3:47])[CH2:43][CH2:42]3)[CH2:37][CH2:36]2)[CH:26]=1.C(=O)([O-])[O-].[Na+].[Na+].ClCCl, predict the reaction product. The product is: [NH2:34][C:32]1[C:33]2[C:25]([C:9]3[CH:10]=[CH:11][C:12]([NH:15][C:16](=[O:22])[O:17][C:18]([CH3:19])([CH3:20])[CH3:21])=[CH:13][CH:14]=3)=[CH:26][N:27]([C@H:35]3[CH2:40][CH2:39][C@H:38]([N:41]4[CH2:46][CH2:45][N:44]([CH3:47])[CH2:43][CH2:42]4)[CH2:37][CH2:36]3)[C:28]=2[N:29]=[CH:30][N:31]=1. (3) Given the reactants [CH2:1]([N:3]([CH2:6][C:7]1[CH:12]=[CH:11][N:10]=[C:9]([F:13])[C:8]=1[CH2:14][NH:15][C:16]([C:18]1[CH:27]=[N:26][C:25]2[C:20](=[CH:21][CH:22]=[C:23]([I:28])[CH:24]=2)[N:19]=1)=[O:17])[CH2:4][CH3:5])[CH3:2].[ClH:29].Cl.C(N(CCNC(C1C=NC2C(=CC=C(I)C=2)N=1)=O)CCOC1C(F)=NC=CC=1)C, predict the reaction product. The product is: [ClH:29].[ClH:29].[CH2:1]([N:3]([CH2:6][C:7]1[CH:12]=[CH:11][N:10]=[C:9]([F:13])[C:8]=1[CH2:14][NH:15][C:16]([C:18]1[CH:27]=[N:26][C:25]2[C:20](=[CH:21][CH:22]=[C:23]([I:28])[CH:24]=2)[N:19]=1)=[O:17])[CH2:4][CH3:5])[CH3:2]. (4) Given the reactants [Cl:1][C:2]1[C:7]([S:8][CH3:9])=[C:6]([N:10]2[CH2:15][CH2:14][O:13][CH2:12][CH2:11]2)[N:5]=[C:4]([C:16]2[CH:21]=[CH:20][C:19]([OH:22])=[CH:18][CH:17]=2)[N:3]=1.[Cl:23][CH2:24][CH2:25][N:26]=[C:27]=[O:28].C1(C)C=CC=CC=1, predict the reaction product. The product is: [Cl:1][C:2]1[C:7]([S:8][CH3:9])=[C:6]([N:10]2[CH2:15][CH2:14][O:13][CH2:12][CH2:11]2)[N:5]=[C:4]([C:16]2[CH:21]=[CH:20][C:19]([O:22][C:27](=[O:28])[NH:26][CH2:25][CH2:24][Cl:23])=[CH:18][CH:17]=2)[N:3]=1. (5) Given the reactants Cl.O(C([NH:9][CH2:10][CH2:11][CH2:12][O:13][C:14]1[C:15]([C:24]([NH:26][C:27]2[CH:32]=[CH:31][C:30]([Cl:33])=[CH:29][CH:28]=2)=[O:25])=[CH:16][C:17]2[C:22]([CH:23]=1)=[CH:21][CH:20]=[CH:19][CH:18]=2)=O)C(C)(C)C, predict the reaction product. The product is: [ClH:33].[NH2:9][CH2:10][CH2:11][CH2:12][O:13][C:14]1[C:15]([C:24]([NH:26][C:27]2[CH:28]=[CH:29][C:30]([Cl:33])=[CH:31][CH:32]=2)=[O:25])=[CH:16][C:17]2[C:22]([CH:23]=1)=[CH:21][CH:20]=[CH:19][CH:18]=2.